Task: Predict the reaction yield, written as a fraction of the theoretical maximum amount of product (1.0 means a 100% yield; for example, 0.34 means a 34% yield).. Dataset: Reaction yield outcomes from USPTO patents with 853,638 reactions (1) The yield is 0.900. The reactants are [NH2:1][C:2]1[CH:3]=[C:4]([CH:8]2[C:17]([CH3:19])([CH3:18])[CH2:16][C:15]3[C:10](=[CH:11][CH:12]=[C:13]([C:20]([O-:22])=[O:21])[CH:14]=3)[NH:9]2)[CH:5]=[CH:6][CH:7]=1.[C:23]1([CH2:29][CH2:30][C:31]([OH:33])=O)[CH:28]=[CH:27][CH:26]=[CH:25][CH:24]=1.[CH:34](N(CC)C(C)C)(C)C.P(Cl)(Cl)(Cl)=O. The catalyst is ClCCl. The product is [CH3:19][C:17]1([CH3:18])[CH2:16][C:15]2[C:10](=[CH:11][CH:12]=[C:13]([C:20]([O:22][CH3:34])=[O:21])[CH:14]=2)[NH:9][CH:8]1[C:4]1[CH:5]=[CH:6][CH:7]=[C:2]([NH:1][C:31](=[O:33])[CH2:30][CH2:29][C:23]2[CH:28]=[CH:27][CH:26]=[CH:25][CH:24]=2)[CH:3]=1. (2) The reactants are [C:1]1(/[CH:7]=[CH:8]/[C:9]([O:11][CH3:12])=[O:10])[CH:6]=[CH:5][CH:4]=[CH:3][CH:2]=1.C(#N)C.[NH:16]1[CH:20]=[C:19]([C:21]2[C:22]3[CH:29]=[CH:28][N:27]([CH2:30][O:31][CH2:32][CH2:33][Si:34]([CH3:37])([CH3:36])[CH3:35])[C:23]=3[N:24]=[CH:25][N:26]=2)[CH:18]=[N:17]1.C1CCN2C(=NCCC2)CC1. No catalyst specified. The product is [C:1]1([CH:7]([N:16]2[CH:20]=[C:19]([C:21]3[C:22]4[CH:29]=[CH:28][N:27]([CH2:30][O:31][CH2:32][CH2:33][Si:34]([CH3:37])([CH3:36])[CH3:35])[C:23]=4[N:24]=[CH:25][N:26]=3)[CH:18]=[N:17]2)[CH2:8][C:9]([O:11][CH3:12])=[O:10])[CH:6]=[CH:5][CH:4]=[CH:3][CH:2]=1. The yield is 0.700.